This data is from Catalyst prediction with 721,799 reactions and 888 catalyst types from USPTO. The task is: Predict which catalyst facilitates the given reaction. (1) Reactant: [C:1]([N:20]1[CH2:34][CH2:33][CH:32]([OH:35])[C@H:21]1[C:22]([O:24][CH2:25][C:26]1[CH:31]=[CH:30][CH:29]=[CH:28][CH:27]=1)=[O:23])([C:14]1[CH:19]=[CH:18][CH:17]=[CH:16][CH:15]=1)([C:8]1[CH:13]=[CH:12][CH:11]=[CH:10][CH:9]=1)[C:2]1[CH:7]=[CH:6][CH:5]=[CH:4][CH:3]=1.C[N+]1([O-])CCOCC1. Product: [C:1]([N:20]1[CH2:34][CH2:33][C:32](=[O:35])[C@H:21]1[C:22]([O:24][CH2:25][C:26]1[CH:27]=[CH:28][CH:29]=[CH:30][CH:31]=1)=[O:23])([C:8]1[CH:13]=[CH:12][CH:11]=[CH:10][CH:9]=1)([C:2]1[CH:3]=[CH:4][CH:5]=[CH:6][CH:7]=1)[C:14]1[CH:19]=[CH:18][CH:17]=[CH:16][CH:15]=1. The catalyst class is: 678. (2) Reactant: [CH3:1][O:2][C:3]1[CH:8]=[CH:7][C:6](B(O)O)=[CH:5][CH:4]=1.Br[C:13]1[CH:18]=[CH:17][C:16]([C:19](=[O:26])[CH2:20][CH2:21][C:22]([O:24][CH3:25])=[O:23])=[CH:15][CH:14]=1.C(=O)([O-])[O-].[Na+].[Na+]. Product: [CH3:1][O:2][C:3]1[CH:8]=[CH:7][C:6]([C:13]2[CH:14]=[CH:15][C:16]([C:19](=[O:26])[CH2:20][CH2:21][C:22]([O:24][CH3:25])=[O:23])=[CH:17][CH:18]=2)=[CH:5][CH:4]=1. The catalyst class is: 109. (3) Reactant: C([N:8]1[CH2:13][CH2:12][N:11](CC2C=CC=CC=2)[CH2:10][C@@H:9]1[CH2:21][CH2:22][O:23][CH3:24])C1C=CC=CC=1. Product: [CH3:24][O:23][CH2:22][CH2:21][C@H:9]1[CH2:10][NH:11][CH2:12][CH2:13][NH:8]1. The catalyst class is: 8. (4) Reactant: [NH2:1][C:2]1[S:11][C:5]2[C:6](=[O:10])[NH:7][CH2:8][CH2:9][C:4]=2[C:3]=1[C:12]1[S:13][C:14]2[CH:20]=[CH:19][CH:18]=[CH:17][C:15]=2[N:16]=1.[C:21](OC(=O)C)(=[O:23])[CH3:22]. Product: [S:13]1[C:14]2[CH:20]=[CH:19][CH:18]=[CH:17][C:15]=2[N:16]=[C:12]1[C:3]1[C:4]2[CH2:9][CH2:8][NH:7][C:6](=[O:10])[C:5]=2[S:11][C:2]=1[NH:1][C:21](=[O:23])[CH3:22]. The catalyst class is: 15. (5) Reactant: [Br:1][C:2]1[CH:7]=[C:6]([Cl:8])[CH:5]=[CH:4][C:3]=1[OH:9].I[CH2:11][CH3:12].C(=O)([O-])[O-].[Cs+].[Cs+]. Product: [Br:1][C:2]1[CH:7]=[C:6]([Cl:8])[CH:5]=[CH:4][C:3]=1[O:9][CH2:11][CH3:12]. The catalyst class is: 21.